From a dataset of Full USPTO retrosynthesis dataset with 1.9M reactions from patents (1976-2016). Predict the reactants needed to synthesize the given product. (1) Given the product [CH2:1]([O:8][C:9]1[CH:10]=[CH:11][C:12]([C:15]2[N:31]([C:25]3[CH:30]=[CH:29][CH:28]=[CH:27][CH:26]=3)[N:32]=[C:17]([C:18]([O:20][CH2:21][CH3:22])=[O:19])[CH:16]=2)=[N:13][CH:14]=1)[C:2]1[CH:7]=[CH:6][CH:5]=[CH:4][CH:3]=1, predict the reactants needed to synthesize it. The reactants are: [CH2:1]([O:8][C:9]1[CH:10]=[CH:11][C:12]([C:15](=O)[CH2:16][C:17](=O)[C:18]([O:20][CH2:21][CH3:22])=[O:19])=[N:13][CH:14]=1)[C:2]1[CH:7]=[CH:6][CH:5]=[CH:4][CH:3]=1.[C:25]1([NH:31][NH2:32])[CH:30]=[CH:29][CH:28]=[CH:27][CH:26]=1. (2) Given the product [Cl:11][C:10]1[CH:9]=[C:8]2[C:4]([C:5]([C:12]([OH:14])=[O:13])=[N:6][NH:7]2)=[CH:3][C:2]=1[C:23]1[CH:28]=[CH:27][C:26]([C:29]([OH:32])([CH3:31])[CH3:30])=[CH:25][CH:24]=1, predict the reactants needed to synthesize it. The reactants are: Br[C:2]1[CH:3]=[C:4]2[C:8](=[CH:9][C:10]=1[Cl:11])[NH:7][N:6]=[C:5]2[C:12]([OH:14])=[O:13].CC1(C)C(C)(C)OB([C:23]2[CH:28]=[CH:27][C:26]([C:29]([OH:32])([CH3:31])[CH3:30])=[CH:25][CH:24]=2)O1.C(=O)([O-])[O-].[K+].[K+]. (3) Given the product [NH2:15][C:13]([C@@H:11]1[C@H:10]([C:16]2[S:17][CH:18]=[CH:19][CH:26]=2)[NH:9][C@:8]([CH2:21][CH:22]([CH3:24])[CH3:23])([C:6]([O:5][C:1]([CH3:3])([CH3:4])[CH3:2])=[O:7])[CH2:12]1)=[O:14], predict the reactants needed to synthesize it. The reactants are: [C:1]([O:5][C:6]([C@:8]1([CH2:21][CH:22]([CH3:24])[CH3:23])[CH2:12][C@H:11]([C:13]([NH2:15])=[O:14])[C@H:10]([C:16]2[S:17][CH:18]=[CH:19]N=2)[NH:9]1)=[O:7])([CH3:4])([CH3:3])[CH3:2].S1C=CC=[C:26]1C=NC(CC(C)C)C(OC(C)(C)C)=O. (4) The reactants are: Cl.[CH3:2][O:3][C:4](=[O:15])[C@@H:5]([NH2:14])[CH2:6][C:7]([F:13])([F:12])[CH2:8][CH:9]([CH3:11])[CH3:10].C(NC(C)C)(C)C.[N:23]1([C:29](Cl)=[O:30])[CH2:28][CH2:27][O:26][CH2:25][CH2:24]1. Given the product [CH3:2][O:3][C:4](=[O:15])[C@@H:5]([NH:14][C:29]([N:23]1[CH2:28][CH2:27][O:26][CH2:25][CH2:24]1)=[O:30])[CH2:6][C:7]([F:13])([F:12])[CH2:8][CH:9]([CH3:10])[CH3:11], predict the reactants needed to synthesize it.